From a dataset of Catalyst prediction with 721,799 reactions and 888 catalyst types from USPTO. Predict which catalyst facilitates the given reaction. (1) Product: [CH3:1][N:2]1[CH:6]=[C:5]2[C:4]([C:24](=[O:32])[NH:25][CH2:26][CH:27]3[CH2:28][N:29]([CH2:22][CH2:21][N:19]4[CH:20]=[C:16]([C:12]5[N:11]=[C:10]([C:8](=[O:9])[NH:7]2)[CH:15]=[CH:14][CH:13]=5)[CH:17]=[N:18]4)[CH2:30][CH2:31]3)=[N:3]1. The catalyst class is: 16. Reactant: [CH3:1][N:2]1[CH:6]=[C:5]([NH:7][C:8]([C:10]2[CH:15]=[CH:14][CH:13]=[C:12]([C:16]3[CH:17]=[N:18][N:19]([CH2:21][CH2:22]Cl)[CH:20]=3)[N:11]=2)=[O:9])[C:4]([C:24](=[O:32])[NH:25][CH2:26][CH:27]2[CH2:31][CH2:30][NH:29][CH2:28]2)=[N:3]1.C(N(C(C)C)C(C)C)C.[I-].[K+]. (2) Reactant: CC([S@@]([NH:7][C@:8]([C:23]1[CH:28]=[CH:27][C:26]([O:29][CH2:30][CH2:31][CH2:32][CH2:33][CH2:34][C:35]([F:38])([F:37])[F:36])=[CH:25][CH:24]=1)([CH2:13][C:14](=[O:22])[C:15]1[CH:20]=[CH:19][C:18]([CH3:21])=[CH:17][CH:16]=1)[C:9]([F:12])([F:11])[F:10])=O)(C)C.Cl. Product: [NH2:7][C@@:8]([C:23]1[CH:28]=[CH:27][C:26]([O:29][CH2:30][CH2:31][CH2:32][CH2:33][CH2:34][C:35]([F:36])([F:37])[F:38])=[CH:25][CH:24]=1)([C:9]([F:12])([F:11])[F:10])[CH2:13][C:14]([C:15]1[CH:20]=[CH:19][C:18]([CH3:21])=[CH:17][CH:16]=1)=[O:22]. The catalyst class is: 71. (3) Product: [CH2:1]([C@H:4]1[CH2:9][C@H:8]([C:10]2[CH:15]=[CH:14][CH:13]=[C:12]([Cl:16])[CH:11]=2)[C@@H:7]([C:17]2[CH:18]=[CH:19][C:20]([Cl:23])=[CH:21][CH:22]=2)[N:6]([C@@H:24]([CH2:27][CH3:28])[CH:25]([OH:26])[C:32]([F:35])([F:34])[F:33])[C:5]1=[O:29])[CH:2]=[CH2:3]. Reactant: [CH2:1]([C@H:4]1[CH2:9][C@H:8]([C:10]2[CH:15]=[CH:14][CH:13]=[C:12]([Cl:16])[CH:11]=2)[C@@H:7]([C:17]2[CH:22]=[CH:21][C:20]([Cl:23])=[CH:19][CH:18]=2)[N:6]([C@@H:24]([CH2:27][CH3:28])[CH:25]=[O:26])[C:5]1=[O:29])[CH:2]=[CH2:3].C[Si](C)(C)[C:32]([F:35])([F:34])[F:33].[F-].C([N+](CCCC)(CCCC)CCCC)CCC.CCOC(C)=O. The catalyst class is: 1. (4) The catalyst class is: 168. Reactant: [CH3:1][N:2]1[C:6]([C:7]2(O)[CH2:13][CH2:12][CH:11]=[CH:10][CH2:9][CH2:8]2)=[C:5]([N+:15]([O-:17])=[O:16])[CH:4]=[N:3]1.COCCN(S(F)(F)F)CCOC.C([O-])(O)=O.[Na+]. Product: [C:7]1([C:6]2[N:2]([CH3:1])[N:3]=[CH:4][C:5]=2[N+:15]([O-:17])=[O:16])=[CH:8][CH2:9][CH:10]=[CH:11][CH2:12][CH2:13]1. (5) Reactant: Cl[C:2]1[C:7]([NH2:8])=[C:6]([O:9][C@@H:10]2[CH2:15][CH2:14][CH2:13][N:12]([CH3:16])[CH2:11]2)[N:5]=[CH:4][N:3]=1. Product: [CH3:16][N:12]1[CH2:13][CH2:14][CH2:15][C@@H:10]([O:9][C:6]2[C:7]([NH2:8])=[CH:2][N:3]=[CH:4][N:5]=2)[CH2:11]1. The catalyst class is: 19.